The task is: Predict the reactants needed to synthesize the given product.. This data is from Full USPTO retrosynthesis dataset with 1.9M reactions from patents (1976-2016). (1) Given the product [CH3:1][O:2][C:3]1[CH:4]=[C:5]2[C:6](=[CH:7][CH:8]=1)[C:12]([C:13]1[CH:18]=[CH:17][CH:16]=[CH:15][CH:14]=1)=[N:11][CH2:10][CH2:9]2, predict the reactants needed to synthesize it. The reactants are: [CH3:1][O:2][C:3]1[CH:4]=[C:5]([CH2:9][CH2:10][NH:11][C:12](=O)[C:13]2[CH:18]=[CH:17][CH:16]=[CH:15][CH:14]=2)[CH:6]=[CH:7][CH:8]=1.P(Cl)(Cl)(Cl)=O. (2) Given the product [Br-:34].[OH:9][C:8]([C:16]1[CH:21]=[CH:20][CH:19]=[CH:18][CH:17]=1)([C:10]1[CH:15]=[CH:14][CH:13]=[CH:12][CH:11]=1)[C:4]12[CH2:7][N+:1]([CH2:33][CH2:32][CH2:31][CH2:30][O:29][CH2:28][C:22]3[CH:27]=[CH:26][CH:25]=[CH:24][CH:23]=3)([CH2:6][CH2:5]1)[CH2:2][CH2:3]2, predict the reactants needed to synthesize it. The reactants are: [N:1]12[CH2:7][C:4]([C:8]([C:16]3[CH:21]=[CH:20][CH:19]=[CH:18][CH:17]=3)([C:10]3[CH:15]=[CH:14][CH:13]=[CH:12][CH:11]=3)[OH:9])([CH2:5][CH2:6]1)[CH2:3][CH2:2]2.[C:22]1([CH2:28][O:29][CH2:30][CH2:31][CH2:32][CH2:33][Br:34])[CH:27]=[CH:26][CH:25]=[CH:24][CH:23]=1. (3) Given the product [CH3:19][O:20][C:21]1[CH:26]=[CH:25][C:24]([C:2]2[CH:3]=[N:4][C:5]3[C:10]([C:11]=2[S:12][CH:13]2[CH2:17][CH2:16][O:15][CH:14]2[CH3:18])=[CH:9][CH:8]=[CH:7][CH:6]=3)=[CH:23][CH:22]=1, predict the reactants needed to synthesize it. The reactants are: I[C:2]1[CH:3]=[N:4][C:5]2[C:10]([C:11]=1[S:12][CH:13]1[CH2:17][CH2:16][O:15][CH:14]1[CH3:18])=[CH:9][CH:8]=[CH:7][CH:6]=2.[CH3:19][O:20][C:21]1[CH:26]=[CH:25][C:24](B(O)O)=[CH:23][CH:22]=1.C(=O)([O-])[O-].[Na+].[Na+].